Dataset: Forward reaction prediction with 1.9M reactions from USPTO patents (1976-2016). Task: Predict the product of the given reaction. (1) Given the reactants [Br:1][C:2]1[CH:7]=[C:6]([CH3:8])[C:5]([C:9]2[CH:10]=[C:11]([C:20]#[N:21])[N:12]3[C:17](Cl)=[CH:16][C:15]([CH3:19])=[N:14][C:13]=23)=[C:4]([CH3:22])[CH:3]=1.[CH2:23]([CH:26]([NH2:30])[CH2:27][CH2:28][CH3:29])[CH2:24][CH3:25].C(N(CC)C(C)C)(C)C.C(=O)([O-])O.[Na+], predict the reaction product. The product is: [Br:1][C:2]1[CH:7]=[C:6]([CH3:8])[C:5]([C:9]2[CH:10]=[C:11]([C:20]#[N:21])[N:12]3[C:17]([NH:30][CH:26]([CH2:27][CH2:28][CH3:29])[CH2:23][CH2:24][CH3:25])=[CH:16][C:15]([CH3:19])=[N:14][C:13]=23)=[C:4]([CH3:22])[CH:3]=1. (2) Given the reactants [Cl:1][C:2]1[C:3]([C:9]2[CH:10]=[CH:11][C:12]3[N:16]=[CH:15][N:14]([CH2:17][C:18]4[CH:23]=[CH:22][CH:21]=[C:20]([F:24])[CH:19]=4)[C:13]=3[CH:25]=2)=[CH:4][C:5](F)=[N:6][CH:7]=1.[CH:26]1([NH2:31])[CH2:30][CH2:29][CH2:28][CH2:27]1.C(N(CC)C(C)C)(C)C.[O-]P([O-])([O-])=O.[O-]P([O-])([O-])=O.[Ca+2].[Ca+2].[Ca+2], predict the reaction product. The product is: [Cl:1][C:2]1[C:3]([C:9]2[CH:10]=[CH:11][C:12]3[N:16]=[CH:15][N:14]([CH2:17][C:18]4[CH:23]=[CH:22][CH:21]=[C:20]([F:24])[CH:19]=4)[C:13]=3[CH:25]=2)=[CH:4][C:5]([NH:31][CH:26]2[CH2:30][CH2:29][CH2:28][CH2:27]2)=[N:6][CH:7]=1. (3) Given the reactants [Cl:1][C:2]1[N:7]=[C:6](Cl)[C:5]([C:9]#[N:10])=[CH:4][N:3]=1.[NH2:11][CH:12]1[CH2:26][CH:15]2[CH2:16][N:17]([C:19]([O:21][C:22]([CH3:25])([CH3:24])[CH3:23])=[O:20])[CH2:18][CH:14]2[CH2:13]1.C(N(CC)CC)C, predict the reaction product. The product is: [Cl:1][C:2]1[N:7]=[C:6]([NH:11][CH:12]2[CH2:26][CH:15]3[CH2:16][N:17]([C:19]([O:21][C:22]([CH3:24])([CH3:23])[CH3:25])=[O:20])[CH2:18][CH:14]3[CH2:13]2)[C:5]([C:9]#[N:10])=[CH:4][N:3]=1. (4) Given the reactants Cl.[NH2:2][OH:3].[CH2:4]([C:8]1[C:15]([CH3:16])=[CH:14][C:11]([C:12]#[N:13])=[CH:10][N:9]=1)[CH:5]([CH3:7])[CH3:6], predict the reaction product. The product is: [OH:3][NH:2][C:12](=[NH:13])[C:11]1[CH:14]=[C:15]([CH3:16])[C:8]([CH2:4][CH:5]([CH3:6])[CH3:7])=[N:9][CH:10]=1. (5) Given the reactants [C:1]1(=[O:7])[O:6][C:4](=[O:5])[CH2:3][CH2:2]1.[CH3:8][O:9][C:10]1[CH:57]=[CH:56][C:13]([CH2:14][O:15][C@@H:16]2[C@@H:23]([CH2:24][OH:25])[O:22][C@H:19]([O:20][CH3:21])[C@H:18]([O:26][CH2:27][CH2:28][CH2:29][CH2:30][CH2:31][CH2:32][CH2:33][CH2:34][CH2:35][CH2:36][CH2:37][CH2:38][CH2:39][CH3:40])[C@H:17]2[O:41][CH2:42][CH2:43][CH2:44][CH2:45][CH2:46][CH2:47][CH2:48][CH2:49][CH2:50][CH2:51][CH2:52][CH2:53][CH2:54][CH3:55])=[CH:12][CH:11]=1, predict the reaction product. The product is: [C:4]([CH2:3][CH2:2][C:1]([O:25][CH2:24][C@H:23]1[O:22][C@H:19]([O:20][CH3:21])[C@H:18]([O:26][CH2:27][CH2:28][CH2:29][CH2:30][CH2:31][CH2:32][CH2:33][CH2:34][CH2:35][CH2:36][CH2:37][CH2:38][CH2:39][CH3:40])[C@@H:17]([O:41][CH2:42][CH2:43][CH2:44][CH2:45][CH2:46][CH2:47][CH2:48][CH2:49][CH2:50][CH2:51][CH2:52][CH2:53][CH2:54][CH3:55])[C@@H:16]1[O:15][CH2:14][C:13]1[CH:12]=[CH:11][C:10]([O:9][CH3:8])=[CH:57][CH:56]=1)=[O:7])([OH:6])=[O:5].